Dataset: Catalyst prediction with 721,799 reactions and 888 catalyst types from USPTO. Task: Predict which catalyst facilitates the given reaction. (1) Reactant: [N:1]1[CH:6]=[CH:5][CH:4]=[C:3]([OH:7])[CH:2]=1.C([O-])([O-])=O.[K+].[K+].Br[CH2:15][C:16]#[N:17]. Product: [N:1]1[CH:6]=[CH:5][CH:4]=[C:3]([O:7][CH2:15][C:16]#[N:17])[CH:2]=1. The catalyst class is: 23. (2) Reactant: [NH:1]1[CH2:5][CH2:4][CH:3]([NH:6]C(=O)OC(C)(C)C)[CH2:2]1.C(N(CC)CC)C.[CH3:21][S:22]([Cl:25])(=[O:24])=[O:23].C(OCC)(=O)C. Product: [ClH:25].[CH3:21][S:22]([N:1]1[CH2:5][CH2:4][CH:3]([NH2:6])[CH2:2]1)(=[O:24])=[O:23]. The catalyst class is: 1. (3) Reactant: [CH3:1][C:2]1[N:7]=[CH:6][C:5]([O:8][C:9]2[CH:14]=[CH:13][C:12]([NH2:15])=[CH:11][C:10]=2[CH3:16])=[CH:4][CH:3]=1.Cl[C:18]1[C:27]2[C:22](=[CH:23][CH:24]=[C:25]([I:28])[CH:26]=2)[N:21]=[CH:20][N:19]=1. Product: [CH3:1][C:2]1[N:7]=[CH:6][C:5]([O:8][C:9]2[CH:14]=[CH:13][C:12]([NH:15][C:18]3[C:27]4[C:22](=[CH:23][CH:24]=[C:25]([I:28])[CH:26]=4)[N:21]=[CH:20][N:19]=3)=[CH:11][C:10]=2[CH3:16])=[CH:4][CH:3]=1. The catalyst class is: 32.